This data is from Full USPTO retrosynthesis dataset with 1.9M reactions from patents (1976-2016). The task is: Predict the reactants needed to synthesize the given product. (1) Given the product [C:32]([O:31][C:29]([N:26]1[CH2:27][CH2:28][CH:23]([N:22]2[CH2:21][CH2:20][C:15]3[CH:16]=[CH:17][CH:18]=[CH:19][C:14]=3[NH:13][C:1]2=[O:2])[CH2:24][CH2:25]1)=[O:30])([CH3:35])([CH3:34])[CH3:33], predict the reactants needed to synthesize it. The reactants are: [C:1](N1C=CN=C1)(N1C=CN=C1)=[O:2].[NH2:13][C:14]1[CH:19]=[CH:18][CH:17]=[CH:16][C:15]=1[CH2:20][CH2:21][NH:22][CH:23]1[CH2:28][CH2:27][N:26]([C:29]([O:31][C:32]([CH3:35])([CH3:34])[CH3:33])=[O:30])[CH2:25][CH2:24]1. (2) The reactants are: [CH3:1][O:2][C:3]1[N:7]([CH3:8])[N:6]=[C:5]([C:9]2[CH:14]=[CH:13][C:12]([O:15][CH:16]([CH3:18])[CH3:17])=[C:11]([CH3:19])[CH:10]=2)[CH:4]=1.C(Cl)(Cl)[Cl:21].ClN1C(=O)CCC1=O. Given the product [Cl:21][C:4]1[C:5]([C:9]2[CH:14]=[CH:13][C:12]([O:15][CH:16]([CH3:17])[CH3:18])=[C:11]([CH3:19])[CH:10]=2)=[N:6][N:7]([CH3:8])[C:3]=1[O:2][CH3:1], predict the reactants needed to synthesize it. (3) Given the product [CH3:69][O:68][C:66](=[O:67])/[CH:44]=[CH:45]/[CH2:13][C@H:14]([C@H:25]1[CH2:29][O:28][C:27]([CH3:31])([CH3:30])[N:26]1[C:32]([O:34][C:35]([CH3:38])([CH3:37])[CH3:36])=[O:33])[C:15]1[CH:20]=[CH:19][C:18]([C:21]([F:22])([F:24])[F:23])=[CH:17][CH:16]=1, predict the reactants needed to synthesize it. The reactants are: C(Cl)(=O)C(Cl)=O.CS(C)=O.OC[CH2:13][C@H:14]([C@H:25]1[CH2:29][O:28][C:27]([CH3:31])([CH3:30])[N:26]1[C:32]([O:34][C:35]([CH3:38])([CH3:37])[CH3:36])=[O:33])[C:15]1[CH:20]=[CH:19][C:18]([C:21]([F:24])([F:23])[F:22])=[CH:17][CH:16]=1.C(N([CH2:44][CH3:45])CC)C.C1(P(=C[C:66]([O:68][CH3:69])=[O:67])(C2C=CC=CC=2)C2C=CC=CC=2)C=CC=CC=1. (4) The reactants are: [NH2:1][C:2]1[CH:28]=[CH:27][C:5]2[N:6]=[C:7]([CH2:9][CH2:10][CH2:11][CH2:12][CH2:13][NH:14][C:15](=[O:26])[CH2:16][O:17][CH2:18][C:19]3[CH:24]=[CH:23][C:22]([F:25])=[CH:21][CH:20]=3)[S:8][C:4]=2[CH:3]=1.[CH3:29][O:30][C:31]1[CH:32]=[C:33]([S:39](Cl)(=[O:41])=[O:40])[CH:34]=[CH:35][C:36]=1[O:37][CH3:38]. Given the product [CH3:29][O:30][C:31]1[CH:32]=[C:33]([S:39]([NH:1][C:2]2[CH:28]=[CH:27][C:5]3[N:6]=[C:7]([CH2:9][CH2:10][CH2:11][CH2:12][CH2:13][NH:14][C:15](=[O:26])[CH2:16][O:17][CH2:18][C:19]4[CH:20]=[CH:21][C:22]([F:25])=[CH:23][CH:24]=4)[S:8][C:4]=3[CH:3]=2)(=[O:40])=[O:41])[CH:34]=[CH:35][C:36]=1[O:37][CH3:38], predict the reactants needed to synthesize it. (5) Given the product [OH:32][CH:29]([C:26]1[CH:27]=[CH:28][C:23]([C:19]2[N:20]=[C:21]([CH3:22])[C:16]3[C:6]4[N:7]=[C:8]([N:10]5[CH2:11][CH2:12][NH:13][CH2:14][CH2:15]5)[N:9]=[C:4]([O:3][CH2:1][CH3:2])[C:5]=4[S:31][C:17]=3[N:18]=2)=[CH:24][CH:25]=1)[CH2:30][OH:37], predict the reactants needed to synthesize it. The reactants are: [CH2:1]([O:3][C:4]1[C:5]2[S:31][C:17]3[N:18]=[C:19]([C:23]4[CH:28]=[CH:27][C:26]([CH:29]=[CH2:30])=[CH:25][CH:24]=4)[N:20]=[C:21]([CH3:22])[C:16]=3[C:6]=2[N:7]=[C:8]([N:10]2[CH2:15][CH2:14][NH:13][CH2:12][CH2:11]2)[N:9]=1)[CH3:2].[OH2:32].C[N+]1([O-])CC[O:37]CC1. (6) The reactants are: CS(O[CH2:6][CH2:7][C:8]1[O:9][C:10]2[CH:16]=[CH:15][C:14]([C:17]3[CH:22]=[CH:21][C:20]([C:23]([N:25]4[CH2:30][CH2:29][O:28][CH2:27][CH2:26]4)=[O:24])=[CH:19][CH:18]=3)=[CH:13][C:11]=2[CH:12]=1)(=O)=O.[CH:31]([NH:34][CH2:35][CH3:36])([CH3:33])[CH3:32]. Given the product [CH2:35]([N:34]([CH:31]([CH3:33])[CH3:32])[CH2:6][CH2:7][C:8]1[O:9][C:10]2[CH:16]=[CH:15][C:14]([C:17]3[CH:18]=[CH:19][C:20]([C:23]([N:25]4[CH2:30][CH2:29][O:28][CH2:27][CH2:26]4)=[O:24])=[CH:21][CH:22]=3)=[CH:13][C:11]=2[CH:12]=1)[CH3:36], predict the reactants needed to synthesize it. (7) Given the product [C:4]1([C:10]2[NH:11][C:12]3[C:17]([CH:18]=2)=[CH:16][C:15]([C:19]([OH:21])=[O:20])=[CH:14][CH:13]=3)[CH:5]=[CH:6][CH:7]=[CH:8][CH:9]=1, predict the reactants needed to synthesize it. The reactants are: O.[OH-].[Li+].[C:4]1([C:10]2[NH:11][C:12]3[C:17]([CH:18]=2)=[CH:16][C:15]([C:19]([O:21]C)=[O:20])=[CH:14][CH:13]=3)[CH:9]=[CH:8][CH:7]=[CH:6][CH:5]=1.